From a dataset of Reaction yield outcomes from USPTO patents with 853,638 reactions. Predict the reaction yield, written as a fraction of the theoretical maximum amount of product (1.0 means a 100% yield; for example, 0.34 means a 34% yield). (1) The reactants are COC(C1C=C(O)C2C(=C(OCC3C=CC=CC=3)C=CC=2)N=1)=O.C[O:25][C:26]([C:28]1[CH:37]=[C:36]([OH:38])[C:35]2[C:30](=[C:31]([OH:41])[C:32]([Cl:40])=[CH:33][C:34]=2[Cl:39])[N:29]=1)=[O:27]. No catalyst specified. The product is [Cl:39][C:34]1[CH:33]=[C:32]([Cl:40])[C:31]([OH:41])=[C:30]2[C:35]=1[C:36]([OH:38])=[CH:37][C:28]([C:26]([OH:27])=[O:25])=[N:29]2. The yield is 0.790. (2) The reactants are [Cl:1][C:2]1[CH:7]=[CH:6][CH:5]=[CH:4][C:3]=1[OH:8].C(=O)([O-])[O-].[K+].[K+].Br[CH2:16][C:17]([O:19][CH2:20][CH3:21])=[O:18]. The catalyst is CC(C)=O. The product is [Cl:1][C:2]1[CH:7]=[CH:6][CH:5]=[CH:4][C:3]=1[O:8][CH2:16][C:17]([O:19][CH2:20][CH3:21])=[O:18]. The yield is 0.950. (3) The reactants are [NH2:1][C:2]1[N:7]=[C:6]([NH2:8])[C:5]([O:9][CH2:10][CH2:11][CH2:12][O:13][C:14]2[C:23]3[C:18](=[CH:19][CH:20]=[C:21]([O:24][CH2:25][CH2:26][CH2:27][C:28]([O:30]CC)=[O:29])[CH:22]=3)[N:17]=[C:16]([CH3:33])[CH:15]=2)=[C:4]([CH2:34][CH3:35])[N:3]=1.[OH-].[K+].Cl. No catalyst specified. The product is [NH2:1][C:2]1[N:7]=[C:6]([NH2:8])[C:5]([O:9][CH2:10][CH2:11][CH2:12][O:13][C:14]2[C:23]3[C:18](=[CH:19][CH:20]=[C:21]([O:24][CH2:25][CH2:26][CH2:27][C:28]([OH:30])=[O:29])[CH:22]=3)[N:17]=[C:16]([CH3:33])[CH:15]=2)=[C:4]([CH2:34][CH3:35])[N:3]=1. The yield is 0.840.